This data is from Catalyst prediction with 721,799 reactions and 888 catalyst types from USPTO. The task is: Predict which catalyst facilitates the given reaction. Reactant: [Cl:1][C:2]1[S:6][C:5]([S:7](=[O:10])(=[O:9])[NH2:8])=[C:4]([NH:11][C:12]([C:14]2[C:15](=[O:31])[N:16]([CH2:26][CH2:27][CH:28]([CH3:30])[CH3:29])[N:17]=[C:18]([C:21]3[S:22][CH:23]=[CH:24][CH:25]=3)[C:19]=2[OH:20])=O)[CH:3]=1.N12CCCN=C1CCCCC2. Product: [Cl:1][C:2]1[S:6][C:5]2[S:7](=[O:10])(=[O:9])[N:8]=[C:12]([C:14]3[C:15](=[O:31])[N:16]([CH2:26][CH2:27][CH:28]([CH3:30])[CH3:29])[N:17]=[C:18]([C:21]4[S:22][CH:23]=[CH:24][CH:25]=4)[C:19]=3[OH:20])[NH:11][C:4]=2[CH:3]=1. The catalyst class is: 17.